Task: Predict the reactants needed to synthesize the given product.. Dataset: Full USPTO retrosynthesis dataset with 1.9M reactions from patents (1976-2016) The reactants are: [C:1]([C:5]1[N:10]=[C:9]([N:11]2[CH2:16][CH2:15][N:14]([CH2:17][CH2:18][CH2:19][CH2:20][NH2:21])[CH2:13][CH2:12]2)[CH:8]=[C:7]([C:22]([F:25])([F:24])[F:23])[N:6]=1)([CH3:4])([CH3:3])[CH3:2].C1N=CN([C:31](N2C=NC=C2)=[O:32])C=1.[CH:38]1([N:41]2[CH2:46][CH2:45][NH:44][CH2:43][CH2:42]2)[CH2:40][CH2:39]1. Given the product [C:1]([C:5]1[N:10]=[C:9]([N:11]2[CH2:16][CH2:15][N:14]([CH2:17][CH2:18][CH2:19][CH2:20][NH:21][C:31]([N:44]3[CH2:45][CH2:46][N:41]([CH:38]4[CH2:40][CH2:39]4)[CH2:42][CH2:43]3)=[O:32])[CH2:13][CH2:12]2)[CH:8]=[C:7]([C:22]([F:24])([F:25])[F:23])[N:6]=1)([CH3:4])([CH3:2])[CH3:3], predict the reactants needed to synthesize it.